Dataset: Reaction yield outcomes from USPTO patents with 853,638 reactions. Task: Predict the reaction yield, written as a fraction of the theoretical maximum amount of product (1.0 means a 100% yield; for example, 0.34 means a 34% yield). (1) The reactants are [F:1][CH2:2][C@H:3]1[CH2:8][CH2:7][C@H:6]([NH:9][C:10]2[C:15]([N+:16]([O-])=O)=[CH:14][N:13]=[C:12]3[CH:19]=[CH:20][S:21][C:11]=23)[CH2:5][CH2:4]1. The catalyst is [Pd].CO. The product is [F:1][CH2:2][C@H:3]1[CH2:4][CH2:5][C@H:6]([NH:9][C:10]2[C:15]([NH2:16])=[CH:14][N:13]=[C:12]3[CH:19]=[CH:20][S:21][C:11]=23)[CH2:7][CH2:8]1. The yield is 0.610. (2) The reactants are CC1(C)C(C)(C)OB([C:9]2[CH:10]=[C:11]3[C:15](=[CH:16][CH:17]=2)[CH2:14][CH:13]([NH:18][S:19]([CH:22]([CH3:24])[CH3:23])(=[O:21])=[O:20])[CH2:12]3)O1.Br[C:27]1[CH:28]=[N:29][CH:30]=[CH:31][C:32]=1[CH3:33].C(=O)([O-])[O-].[Cs+].[Cs+].C1(P(C2C=CC=CC=2)C2C=CC=CC=2)C=CC=CC=1. The catalyst is C([O-])(=O)C.[Pd+2].C([O-])(=O)C.O1CCOCC1. The product is [CH3:33][C:32]1[CH:31]=[CH:30][N:29]=[CH:28][C:27]=1[C:9]1[CH:10]=[C:11]2[C:15](=[CH:16][CH:17]=1)[CH2:14][CH:13]([NH:18][S:19]([CH:22]([CH3:23])[CH3:24])(=[O:20])=[O:21])[CH2:12]2. The yield is 0.520. (3) The reactants are [C:1]([O:5][C:6](=[O:27])[NH:7][CH2:8][CH2:9][CH2:10][N:11]1[CH2:18][CH:17]2[O:19][CH:13]([CH2:14][N:15](CC3C=CC=CC=3)[CH2:16]2)[CH2:12]1)([CH3:4])([CH3:3])[CH3:2]. The catalyst is C(O)C.[OH-].[Pd+2].[OH-]. The product is [C:1]([O:5][C:6](=[O:27])[NH:7][CH2:8][CH2:9][CH2:10][N:11]1[CH2:12][CH:13]2[O:19][CH:17]([CH2:16][NH:15][CH2:14]2)[CH2:18]1)([CH3:4])([CH3:2])[CH3:3]. The yield is 0.840. (4) The reactants are [CH2:1]([N:8]1[C:12]([C:13]2[CH:18]=[CH:17][CH:16]=[CH:15][CH:14]=2)=[CH:11][CH:10]=[C:9]1[C:19]1[CH:20]=[C:21]2[C:26](=[CH:27][CH:28]=1)[CH:25]=[C:24]([OH:29])[CH:23]=[CH:22]2)[C:2]1[CH:7]=[CH:6][CH:5]=[CH:4][CH:3]=1.Br[CH2:31][C:32]#[N:33].C(=O)([O-])[O-].[Cs+].[Cs+]. The catalyst is C(Cl)Cl. The product is [CH2:1]([N:8]1[C:12]([C:13]2[CH:14]=[CH:15][CH:16]=[CH:17][CH:18]=2)=[CH:11][CH:10]=[C:9]1[C:19]1[CH:20]=[C:21]2[C:26](=[CH:27][CH:28]=1)[CH:25]=[C:24]([O:29][CH2:31][C:32]#[N:33])[CH:23]=[CH:22]2)[C:2]1[CH:3]=[CH:4][CH:5]=[CH:6][CH:7]=1. The yield is 1.00. (5) The reactants are Br[C:2]1[CH:3]=[N:4][CH:5]=[C:6]([N:10]2[CH2:21][CH2:20][N:19]3[C:12](=[CH:13][C:14]4[CH2:15][C:16]([CH3:23])([CH3:22])[CH2:17][C:18]=43)[C:11]2=[O:24])[C:7]=1[CH:8]=[O:9].[CH3:25][O:26][CH2:27][CH2:28][N:29]1[CH2:34][CH2:33][N:32]2[N:35]=[C:36]([NH:38][C:39]3[C:40](=[O:55])[N:41]([CH3:54])[CH:42]=[C:43](B4OC(C)(C)C(C)(C)O4)[CH:44]=3)[CH:37]=[C:31]2[CH2:30]1.C([O-])(=O)C.[Na+].[O-]P([O-])([O-])=O.[K+].[K+].[K+]. The catalyst is C1C=CC(P(C2C=CC=CC=2)[C-]2C=CC=C2)=CC=1.C1C=CC(P(C2C=CC=CC=2)[C-]2C=CC=C2)=CC=1.Cl[Pd]Cl.[Fe+2].C(#N)C.O. The product is [CH3:22][C:16]1([CH3:23])[CH2:15][C:14]2[CH:13]=[C:12]3[N:19]([CH2:20][CH2:21][N:10]([C:6]4[CH:5]=[N:4][CH:3]=[C:2]([C:43]5[CH:44]=[C:39]([NH:38][C:36]6[CH:37]=[C:31]7[CH2:30][N:29]([CH2:28][CH2:27][O:26][CH3:25])[CH2:34][CH2:33][N:32]7[N:35]=6)[C:40](=[O:55])[N:41]([CH3:54])[CH:42]=5)[C:7]=4[CH:8]=[O:9])[C:11]3=[O:24])[C:18]=2[CH2:17]1. The yield is 0.320. (6) The product is [CH3:16][O:17][CH:18]([O:21][CH3:22])[CH2:19][NH:20][C:3]1[CH2:4][O:5][C:6]2[C:12]([CH2:13][CH:14]=[CH2:15])=[CH:11][CH:10]=[CH:9][C:7]=2[N:8]=1. The reactants are CS[C:3]1[CH2:4][O:5][C:6]2[C:12]([CH2:13][CH:14]=[CH2:15])=[CH:11][CH:10]=[CH:9][C:7]=2[N:8]=1.[CH3:16][O:17][CH:18]([O:21][CH3:22])[CH2:19][NH2:20]. The yield is 0.410. The catalyst is C(O)C.